From a dataset of Peptide-MHC class I binding affinity with 185,985 pairs from IEDB/IMGT. Regression. Given a peptide amino acid sequence and an MHC pseudo amino acid sequence, predict their binding affinity value. This is MHC class I binding data. (1) The peptide sequence is YMKPGSSPL. The MHC is HLA-B15:17 with pseudo-sequence HLA-B15:17. The binding affinity (normalized) is 0.215. (2) The peptide sequence is LIGANYLGK. The MHC is HLA-B40:01 with pseudo-sequence HLA-B40:01. The binding affinity (normalized) is 0.0847. (3) The peptide sequence is KRASGDPYF. The binding affinity (normalized) is 0.0847. The MHC is HLA-B15:01 with pseudo-sequence HLA-B15:01. (4) The peptide sequence is FPVTPQVPL. The MHC is HLA-A01:01 with pseudo-sequence HLA-A01:01. The binding affinity (normalized) is 0.